The task is: Predict the reactants needed to synthesize the given product.. This data is from Full USPTO retrosynthesis dataset with 1.9M reactions from patents (1976-2016). (1) The reactants are: Cl[Si](C)(C)C.[C:6]([O:10][C:11](=[O:23])[C@@H:12]([NH:15][C:16]([O:18][C:19]([CH3:22])([CH3:21])[CH3:20])=[O:17])[CH2:13]I)([CH3:9])([CH3:8])[CH3:7].[CH2:24]([O:31][C:32]1[CH:37]=[C:36](I)[CH:35]=[CH:34][C:33]=1[N:39]1[S:43](=[O:45])(=[O:44])[N:42]([CH2:46][CH2:47][Si:48]([CH3:51])([CH3:50])[CH3:49])[C:41](=[O:52])[CH2:40]1)[C:25]1[CH:30]=[CH:29][CH:28]=[CH:27][CH:26]=1.C1(C)C=CC=CC=1P(C1C=CC=CC=1C)C1C=CC=CC=1C. Given the product [C:6]([O:10][C:11](=[O:23])[C@@H:12]([NH:15][C:16]([O:18][C:19]([CH3:22])([CH3:21])[CH3:20])=[O:17])[CH2:13][C:36]1[CH:35]=[CH:34][C:33]([N:39]2[CH2:40][C:41](=[O:52])[N:42]([CH2:46][CH2:47][Si:48]([CH3:51])([CH3:50])[CH3:49])[S:43]2(=[O:45])=[O:44])=[C:32]([O:31][CH2:24][C:25]2[CH:30]=[CH:29][CH:28]=[CH:27][CH:26]=2)[CH:37]=1)([CH3:9])([CH3:8])[CH3:7], predict the reactants needed to synthesize it. (2) Given the product [CH2:1]([N:5]1[C:9](=[O:10])[C:8]([NH:11][C:12]2[CH:13]=[CH:14][C:15]3[O:19][C:18]([C:20]([N:33]([CH3:34])[CH3:32])=[O:22])=[CH:17][C:16]=3[CH:23]=2)=[C:7]([C:24]2[CH:25]=[CH:26][CH:27]=[CH:28][CH:29]=2)[S:6]1(=[O:31])=[O:30])[CH2:2][CH2:3][CH3:4], predict the reactants needed to synthesize it. The reactants are: [CH2:1]([N:5]1[C:9](=[O:10])[C:8]([NH:11][C:12]2[CH:13]=[CH:14][C:15]3[O:19][C:18]([C:20]([OH:22])=O)=[CH:17][C:16]=3[CH:23]=2)=[C:7]([C:24]2[CH:29]=[CH:28][CH:27]=[CH:26][CH:25]=2)[S:6]1(=[O:31])=[O:30])[CH2:2][CH2:3][CH3:4].[CH3:32][NH:33][CH3:34].C(Cl)CCl.C1C=CC2N(O)N=NC=2C=1. (3) Given the product [NH:1]1[C:9]2[C:4](=[CH:5][C:13]([C:12]([OH:15])=[O:14])=[CH:7][CH:8]=2)[CH:3]=[N:2]1, predict the reactants needed to synthesize it. The reactants are: [NH:1]1[C:9]2[C:4](=[CH:5]C(C#N)=[CH:7][CH:8]=2)[CH:3]=[N:2]1.[C:12]([OH:15])(=[O:14])[CH3:13].S(=O)(=O)(O)O. (4) Given the product [NH2:1][C@@H:2]1[CH2:6][CH2:5][N:4]([C:7]2[N:15]=[C:14]3[C:10]([N:11]=[CH:12][N:13]3[C@@H:16]3[CH2:20][C@H:19]([NH:21][C:22](=[O:33])[CH2:52][CH2:51][OH:55])[C@@H:18]([OH:34])[C@H:17]3[OH:35])=[C:9]([NH:36][CH2:37][CH:38]([C:39]3[CH:40]=[CH:41][CH:42]=[CH:43][CH:44]=3)[C:45]3[CH:50]=[CH:49][CH:48]=[CH:47][CH:46]=3)[N:8]=2)[CH2:3]1, predict the reactants needed to synthesize it. The reactants are: [NH2:1][C@@H:2]1[CH2:6][CH2:5][N:4]([C:7]2[N:15]=[C:14]3[C:10]([N:11]=[CH:12][N:13]3[C@@H:16]3[CH2:20][C@H:19]([NH:21][C:22](=[O:33])[C@H](OCC4C=CC=CC=4)C)[C@@H:18]([OH:34])[C@H:17]3[OH:35])=[C:9]([NH:36][CH2:37][CH:38]([C:45]3[CH:50]=[CH:49][CH:48]=[CH:47][CH:46]=3)[C:39]3[CH:44]=[CH:43][CH:42]=[CH:41][CH:40]=3)[N:8]=2)[CH2:3]1.[C:51]([O:55]C(=O)N)(C)(C)[CH3:52]. (5) Given the product [CH3:1][O:2][C:3]1[CH:4]=[C:5]([C:6]2[N:44]=[C:10]3[CH:11]([C:15]4[CH:20]=[CH:19][CH:18]=[CH:17][C:16]=4[C:21]([F:24])([F:22])[F:23])[CH2:12][CH2:13][CH2:14][N:9]3[N:8]=2)[CH:26]=[CH:27][C:28]=1[N:29]1[CH:33]=[N:32][C:31]([CH3:34])=[N:30]1, predict the reactants needed to synthesize it. The reactants are: [CH3:1][O:2][C:3]1[CH:4]=[C:5]([CH:26]=[CH:27][C:28]=1[N:29]1[CH:33]=[N:32][C:31]([CH3:34])=[N:30]1)[C:6]([NH:8][N:9]1[CH2:14][CH2:13][CH2:12][CH:11]([C:15]2[CH:20]=[CH:19][CH:18]=[CH:17][C:16]=2[C:21]([F:24])([F:23])[F:22])[C:10]1=O)=O.P(Cl)(Cl)(Cl)=O.C([O-])(=O)C.[NH4+:44].